From a dataset of Full USPTO retrosynthesis dataset with 1.9M reactions from patents (1976-2016). Predict the reactants needed to synthesize the given product. (1) Given the product [F:11][C:12]1[CH:17]=[CH:16][C:15]([C:18](=[O:20])[CH2:19][C:1]([O:5][CH2:6][CH3:7])=[O:8])=[CH:14][CH:13]=1, predict the reactants needed to synthesize it. The reactants are: [C:1](=[O:8])([O:5][CH2:6][CH3:7])OCC.[H-].[Na+].[F:11][C:12]1[CH:17]=[CH:16][C:15]([C:18](=[O:20])[CH3:19])=[CH:14][CH:13]=1.C(O)(=O)C. (2) Given the product [CH2:2]([O:4][C:44](=[O:40])[CH:43]=[CH:42][CH:41]1[CH2:17][C:15]1([CH2:14][CH2:13][O:12][Si:11]([C:7]([CH3:8])([CH3:9])[CH3:10])([CH3:38])[CH3:39])[C@@H:20]1[C@:28]2([CH3:29])[C@H:23]([C@@H:24]([O:30][Si:31]([C:34]([CH3:36])([CH3:37])[CH3:35])([CH3:33])[CH3:32])[CH2:25][CH2:26][CH2:27]2)[CH2:22][CH2:21]1)[CH3:1], predict the reactants needed to synthesize it. The reactants are: [CH3:1][C:2](C)([O-:4])C.[K+].[C:7]([Si:11]([CH3:39])([CH3:38])[O:12][CH2:13][CH2:14][C:15]1([C@@H:20]2[C@:28]3([CH3:29])[C@H:23]([C@@H:24]([O:30][Si:31]([C:34]([CH3:37])([CH3:36])[CH3:35])([CH3:33])[CH3:32])[CH2:25][CH2:26][CH2:27]3)[CH2:22][CH2:21]2)[CH2:17]C1C=O)([CH3:10])([CH3:9])[CH3:8].[O:40]1[CH2:44][CH2:43][CH2:42][CH2:41]1. (3) Given the product [C:26]([O:30][C:31](=[O:43])[NH:32][CH2:33][CH:34]([C:35]1[CH:40]=[CH:39][CH:38]=[C:37]([Cl:41])[CH:36]=1)[NH:42][C:2]1[CH:3]=[CH:4][CH:5]=[C:6]([C:8]2[N:12]3[CH:13]=[CH:14][N:15]=[C:16]([NH:17][CH2:18][CH2:19][N:20]4[CH2:25][CH2:24][O:23][CH2:22][CH2:21]4)[C:11]3=[N:10][CH:9]=2)[N:7]=1)([CH3:29])([CH3:27])[CH3:28], predict the reactants needed to synthesize it. The reactants are: Br[C:2]1[N:7]=[C:6]([C:8]2[N:12]3[CH:13]=[CH:14][N:15]=[C:16]([NH:17][CH2:18][CH2:19][N:20]4[CH2:25][CH2:24][O:23][CH2:22][CH2:21]4)[C:11]3=[N:10][CH:9]=2)[CH:5]=[CH:4][CH:3]=1.[C:26]([O:30][C:31](=[O:43])[NH:32][CH2:33][CH:34]([NH2:42])[C:35]1[CH:40]=[CH:39][CH:38]=[C:37]([Cl:41])[CH:36]=1)([CH3:29])([CH3:28])[CH3:27].CN(C1C(C2C(P(C3CCCCC3)C3CCCCC3)=CC=CC=2)=CC=CC=1)C.C([O-])([O-])=O.[K+].[K+]. (4) Given the product [F:29][C:5]([F:28])([CH2:6][N:7]1[CH2:12][CH2:11][O:10][CH:9]([C:13]2[CH:18]=[CH:17][C:16]([O:19][CH2:20][CH2:21][CH2:22][CH2:23][CH2:24][CH2:25][CH2:26][CH3:27])=[CH:15][CH:14]=2)[CH2:8]1)[C:4]([OH:30])=[O:3].[CH2:6]([NH+:7]([CH2:12][CH3:11])[CH2:8][CH3:9])[CH3:5].[F:29][C:5]([F:28])([CH2:6][N:7]1[CH2:12][CH2:11][O:10][CH:9]([C:13]2[CH:18]=[CH:17][C:16]([O:19][CH2:20][CH2:21][CH2:22][CH2:23][CH2:24][CH2:25][CH2:26][CH3:27])=[CH:15][CH:14]=2)[CH2:8]1)[C:4]([O-:30])=[O:3], predict the reactants needed to synthesize it. The reactants are: C([O:3][C:4](=[O:30])[C:5]([F:29])([F:28])[CH2:6][N:7]1[CH2:12][CH2:11][O:10][CH:9]([C:13]2[CH:18]=[CH:17][C:16]([O:19][CH2:20][CH2:21][CH2:22][CH2:23][CH2:24][CH2:25][CH2:26][CH3:27])=[CH:15][CH:14]=2)[CH2:8]1)C.[OH-].[Li+]. (5) Given the product [CH3:54][O:53][C:50]1[CH:51]=[CH:52][C:47]([N:37]2[C:36](=[O:57])[N:5]([CH2:4][C:3]3[C:2]([F:1])=[CH:9][C:8]([F:10])=[CH:7][C:6]=3[F:11])[C:40]3[N:41]=[CH:42][CH:43]=[CH:44][C:39]=3[S:38]2(=[O:46])=[O:45])=[N:14][C:49]=1[O:55][CH3:56], predict the reactants needed to synthesize it. The reactants are: [F:1][C:2]1[CH:9]=[C:8]([F:10])[CH:7]=[C:6]([F:11])[C:3]=1[CH2:4][NH2:5].C(N1C=CN=C1)([N:14]1C=CN=C1)=O.C(N(CC)CC)C.FC1C=C(OC)C=C(F)C=1CN1[C:40]2[N:41]=[CH:42][CH:43]=[CH:44][C:39]=2[S:38](=[O:46])(=[O:45])[N:37]([C:47]2[CH:52]=[CH:51][C:50]([O:53][CH3:54])=[C:49]([O:55][CH3:56])C=2)[C:36]1=[O:57]. (6) Given the product [Cl:1][C:2]1[CH:3]=[CH:4][C:5]([CH2:6][N:7]2[C:15]3[C:14](=[O:16])[N:13]([CH2:17][CH2:18][CH2:19][OH:20])[C:12](=[O:27])[N:11]([CH3:28])[C:10]=3[N:9]=[C:8]2[CH2:29][CH2:30][CH2:31][OH:32])=[CH:35][CH:36]=1, predict the reactants needed to synthesize it. The reactants are: [Cl:1][C:2]1[CH:36]=[CH:35][C:5]([CH2:6][N:7]2[C:15]3[C:14](=[O:16])[N:13]([CH2:17][CH2:18][CH2:19][O:20]C4CCCCO4)[C:12](=[O:27])[N:11]([CH3:28])[C:10]=3[N:9]=[C:8]2[CH2:29][CH2:30][CH2:31][O:32]CC)=[CH:4][CH:3]=1.C(Cl)(=O)C. (7) Given the product [Br:1][C:2]1[CH:7]=[CH:6][C:5]([S:8]([NH:16][CH2:12][CH:13]([CH3:15])[CH3:14])(=[O:10])=[O:9])=[CH:4][CH:3]=1, predict the reactants needed to synthesize it. The reactants are: [Br:1][C:2]1[CH:7]=[CH:6][C:5]([S:8](Cl)(=[O:10])=[O:9])=[CH:4][CH:3]=1.[CH2:12]([NH2:16])[CH:13]([CH3:15])[CH3:14].